This data is from Forward reaction prediction with 1.9M reactions from USPTO patents (1976-2016). The task is: Predict the product of the given reaction. The product is: [NH:30]1[C:38]2[C:33](=[CH:34][CH:35]=[CH:36][CH:37]=2)[C:32](/[CH:39]=[C:8]2\[O:9][C:5]3[C:4]([CH2:13][CH2:14][CH2:15][CH2:16][N:17]4[CH2:22][CH2:21][N:20]([C:23]([O:25][C:26]([CH3:29])([CH3:28])[CH3:27])=[O:24])[CH2:19][CH2:18]4)=[C:3]([O:2][CH3:1])[CH:12]=[CH:11][C:6]=3[C:7]\2=[O:10])=[N:31]1. Given the reactants [CH3:1][O:2][C:3]1[CH:12]=[CH:11][C:6]2[C:7](=[O:10])[CH2:8][O:9][C:5]=2[C:4]=1[CH2:13][CH2:14][CH2:15][CH2:16][N:17]1[CH2:22][CH2:21][N:20]([C:23]([O:25][C:26]([CH3:29])([CH3:28])[CH3:27])=[O:24])[CH2:19][CH2:18]1.[NH:30]1[C:38]2[C:33](=[CH:34][CH:35]=[CH:36][CH:37]=2)[C:32]([CH:39]=O)=[N:31]1, predict the reaction product.